This data is from Full USPTO retrosynthesis dataset with 1.9M reactions from patents (1976-2016). The task is: Predict the reactants needed to synthesize the given product. (1) Given the product [ClH:22].[ClH:22].[Cl:22][C:11]1[CH:12]=[N:13][C:14]2[CH:15]=[CH:16][C:17](=[O:21])[N:18]([CH3:20])[C:19]=2[C:10]=1[CH2:9][CH2:8][N:5]1[CH2:6][CH2:7][C@H:2]([NH:1][CH2:35][C:33]2[CH:32]=[CH:31][C:28]3[O:29][CH2:30][C:25](=[O:24])[NH:26][C:27]=3[N:34]=2)[C@H:3]([OH:23])[CH2:4]1, predict the reactants needed to synthesize it. The reactants are: [NH2:1][C@H:2]1[CH2:7][CH2:6][N:5]([CH2:8][CH2:9][C:10]2[C:11]([Cl:22])=[CH:12][N:13]=[C:14]3[C:19]=2[N:18]([CH3:20])[C:17](=[O:21])[CH:16]=[CH:15]3)[CH2:4][C@H:3]1[OH:23].[O:24]=[C:25]1[CH2:30][O:29][C:28]2[CH:31]=[CH:32][C:33]([CH:35]=O)=[N:34][C:27]=2[NH:26]1. (2) Given the product [CH:29]1([C:34]2[NH:36][N:37]=[C:6]([C:8]3[CH:9]=[C:10]4[C:14](=[CH:15][CH:16]=3)[NH:13][N:12]=[C:11]4[C:17]3[CH:26]=[CH:25][C:24]4[C:19](=[CH:20][CH:21]=[C:22]([O:27][CH3:28])[CH:23]=4)[CH:18]=3)[N:7]=2)[CH2:33][CH2:32][CH2:31][CH2:30]1, predict the reactants needed to synthesize it. The reactants are: Cl.Cl.C(O[C:6]([C:8]1[CH:9]=[C:10]2[C:14](=[CH:15][CH:16]=1)[NH:13][N:12]=[C:11]2[C:17]1[CH:26]=[CH:25][C:24]2[C:19](=[CH:20][CH:21]=[C:22]([O:27][CH3:28])[CH:23]=2)[CH:18]=1)=[NH:7])C.[CH:29]1([C:34]([NH:36][NH2:37])=O)[CH2:33][CH2:32][CH2:31][CH2:30]1.C(N(CC)CC)C. (3) Given the product [CH3:20][O:19][N:18]([CH3:17])[C:13]([C:4]1[CH:3]=[C:2]([CH3:1])[C:7]2[O:8][CH2:9][C:10](=[O:12])[NH:11][C:6]=2[N:5]=1)=[O:15], predict the reactants needed to synthesize it. The reactants are: [CH3:1][C:2]1[C:7]2[O:8][CH2:9][C:10](=[O:12])[NH:11][C:6]=2[N:5]=[C:4]([C:13]([OH:15])=O)[CH:3]=1.Cl.[CH3:17][NH:18][O:19][CH3:20].CCN=C=NCCCN(C)C.C1C=CC2N(O)N=NC=2C=1.C([O-])(O)=O.[Na+]. (4) Given the product [O:1]1[CH2:5][CH2:4][O:3][CH:2]1[C:6]1[CH:7]=[C:8]([C:13]2[N:21]=[C:20]([CH3:22])[N:19]=[C:18]3[C:14]=2[N:15]=[CH:16][N:17]3[CH:23]2[CH2:28][CH2:27][CH2:26][CH2:25][O:24]2)[C:9]([NH:29][C:30]2[CH:35]=[N:34][C:33]([O:36][CH3:37])=[CH:32][CH:31]=2)=[N:10][CH:11]=1, predict the reactants needed to synthesize it. The reactants are: [O:1]1[CH2:5][CH2:4][O:3][CH:2]1[C:6]1[CH:7]=[C:8]([C:13]2[N:21]=[C:20]([CH3:22])[N:19]=[C:18]3[C:14]=2[N:15]=[CH:16][N:17]3[CH:23]2[CH2:28][CH2:27][CH2:26][CH2:25][O:24]2)[C:9](F)=[N:10][CH:11]=1.[NH2:29][C:30]1[CH:31]=[CH:32][C:33]([O:36][CH3:37])=[N:34][CH:35]=1.[Li+].C[Si]([N-][Si](C)(C)C)(C)C.O. (5) Given the product [CH3:29][O:28][C:4]1[CH:3]=[C:2]([C:36]2[CH:35]=[CH:34][CH:33]=[C:32]([C:31]([F:42])([F:41])[F:30])[CH:37]=2)[CH:7]=[CH:6][C:5]=1[C:8]1[C:17]2[C:12](=[CH:13][C:14]([S:18]([NH:21][C:22]3[CH:27]=[CH:26][N:25]=[CH:24][N:23]=3)(=[O:20])=[O:19])=[CH:15][CH:16]=2)[N:11]=[CH:10][N:9]=1, predict the reactants needed to synthesize it. The reactants are: Cl[C:2]1[CH:7]=[CH:6][C:5]([C:8]2[C:17]3[C:12](=[CH:13][C:14]([S:18]([NH:21][C:22]4[CH:27]=[CH:26][N:25]=[CH:24][N:23]=4)(=[O:20])=[O:19])=[CH:15][CH:16]=3)[N:11]=[CH:10][N:9]=2)=[C:4]([O:28][CH3:29])[CH:3]=1.[F:30][C:31]([F:42])([F:41])[C:32]1[CH:33]=[C:34](B(O)O)[CH:35]=[CH:36][CH:37]=1. (6) Given the product [CH3:1][S:2]([N:5]1[CH2:10][CH2:9][N:8]([C:11]2[CH:18]=[CH:17][C:14](/[CH:15]=[CH:32]/[C:25]3[C:26]4[C:31](=[CH:30][CH:29]=[CH:28][CH:27]=4)[NH:23][N:24]=3)=[C:13]([N+:19]([O-:21])=[O:20])[CH:12]=2)[CH2:7][CH2:6]1)(=[O:4])=[O:3], predict the reactants needed to synthesize it. The reactants are: [CH3:1][S:2]([N:5]1[CH2:10][CH2:9][N:8]([C:11]2[CH:18]=[CH:17][C:14]([CH:15]=O)=[C:13]([N+:19]([O-:21])=[O:20])[CH:12]=2)[CH2:7][CH2:6]1)(=[O:4])=[O:3].[Br-].[NH:23]1[C:31]2[C:26](=[CH:27][CH:28]=[CH:29][CH:30]=2)[C:25]([CH2:32][P+](C2C=CC=CC=2)(C2C=CC=CC=2)C2C=CC=CC=2)=[N:24]1.C(=O)([O-])[O-].[K+].[K+].O.